Task: Predict the product of the given reaction.. Dataset: Forward reaction prediction with 1.9M reactions from USPTO patents (1976-2016) (1) Given the reactants [C:1]([O:5][C:6](=[O:13])[NH:7][N:8]1[CH:12]=[CH:11][CH:10]=[CH:9]1)([CH3:4])([CH3:3])[CH3:2].[F:14][C:15]1[CH:16]=[C:17]([CH:20]=[CH:21][CH:22]=1)[CH2:18]Br.[H-].[Na+], predict the reaction product. The product is: [C:1]([O:5][C:6](=[O:13])[N:7]([CH2:18][C:17]1[CH:20]=[CH:21][CH:22]=[C:15]([F:14])[CH:16]=1)[N:8]1[CH:12]=[CH:11][CH:10]=[CH:9]1)([CH3:4])([CH3:2])[CH3:3]. (2) Given the reactants [CH:1]1([CH:7]2[CH2:11][CH2:10][O:9][C:8]2=O)[CH2:6][CH2:5][CH2:4][CH2:3][CH2:2]1.[OH-].[NH4+:14], predict the reaction product. The product is: [CH:1]1([CH:7]2[CH2:11][CH2:10][NH:14][C:8]2=[O:9])[CH2:6][CH2:5][CH2:4][CH2:3][CH2:2]1. (3) Given the reactants NC1N=CN=C2N(CC3CN(C(OC(C)(C)C)=O)C3)N=[C:10]([C:11]3[CH:16]=CC(OC4C=CC=CC=4)=C[C:12]=3F)C=12.[C:37]([OH:43])([C:39](F)(F)F)=[O:38].[NH:44]1CC(CN2C3=NC=NC(N)=C3C(C3C=CC(OC4C=CC=CC=4)=CC=3F)=N2)[CH2:45]1, predict the reaction product. The product is: [C:45]([C:39](=[CH:10][CH:11]([CH3:16])[CH3:12])[C:37]([OH:43])=[O:38])#[N:44]. (4) Given the reactants [C:1]([C:3]1[CH:4]=[C:5]([CH:10]=[CH:11][C:12]=1[OH:13])[C:6]([O:8][CH3:9])=[O:7])#[N:2].I[CH:15]([CH3:17])[CH3:16].C(=O)([O-])[O-].[K+].[K+], predict the reaction product. The product is: [C:1]([C:3]1[CH:4]=[C:5]([CH:10]=[CH:11][C:12]=1[O:13][CH:15]([CH3:17])[CH3:16])[C:6]([O:8][CH3:9])=[O:7])#[N:2]. (5) Given the reactants [CH2:1]([O:13][C:14]1[CH:15]=[C:16]([CH:21]=[C:22]([O:24][CH2:25][CH2:26][CH2:27][CH2:28][CH2:29][CH2:30][CH2:31][CH2:32][CH2:33][CH2:34][CH2:35][CH3:36])[CH:23]=1)[CH2:17][N:18]=[N+]=[N-])[CH2:2][CH2:3][CH2:4][CH2:5][CH2:6][CH2:7][CH2:8][CH2:9][CH2:10][CH2:11][CH3:12].CO.[H][H], predict the reaction product. The product is: [CH2:25]([O:24][C:22]1[CH:21]=[C:16]([CH:15]=[C:14]([O:13][CH2:1][CH2:2][CH2:3][CH2:4][CH2:5][CH2:6][CH2:7][CH2:8][CH2:9][CH2:10][CH2:11][CH3:12])[CH:23]=1)[CH2:17][NH2:18])[CH2:26][CH2:27][CH2:28][CH2:29][CH2:30][CH2:31][CH2:32][CH2:33][CH2:34][CH2:35][CH3:36]. (6) The product is: [C:29]([C:26]1[N:25]=[C:24]([NH:33][CH2:34][C:35]2[O:36][CH:37]=[CH:38][CH:39]=2)[C:23]([C:21]([N:16]([CH2:17][CH:18]([CH3:20])[CH3:19])[C@H:15]([CH2:40][OH:41])[CH2:14][NH:13][C:11](=[O:12])[O:10][C:6]([CH3:7])([CH3:8])[CH3:9])=[O:22])=[CH:28][N:27]=1)([CH3:30])([CH3:31])[CH3:32]. Given the reactants [Cl-].[Ca+2].[Cl-].[BH4-].[Na+].[C:6]([O:10][C:11]([NH:13][CH2:14][C@@H:15]([C:40](OC)=[O:41])[N:16]([C:21]([C:23]1[C:24]([NH:33][CH2:34][C:35]2[O:36][CH:37]=[CH:38][CH:39]=2)=[N:25][C:26]([C:29]([CH3:32])([CH3:31])[CH3:30])=[N:27][CH:28]=1)=[O:22])[CH2:17][CH:18]([CH3:20])[CH3:19])=[O:12])([CH3:9])([CH3:8])[CH3:7], predict the reaction product.